Dataset: Full USPTO retrosynthesis dataset with 1.9M reactions from patents (1976-2016). Task: Predict the reactants needed to synthesize the given product. (1) Given the product [C:21]([O:20][C:18]([N:16]1[CH2:17][CH:14]([C:12]([C:9]2[CH:10]=[C:11]3[C:6](=[CH:7][CH:8]=2)[N:5]=[C:4]([O:25][CH3:26])[C:3]([CH2:27][C:28]2[CH:33]=[CH:32][C:31]([C:34]([F:36])([F:35])[F:37])=[CH:30][CH:29]=2)=[C:2]3[Cl:1])([OH:13])[C:38]#[CH:39])[CH2:15]1)=[O:19])([CH3:22])([CH3:24])[CH3:23], predict the reactants needed to synthesize it. The reactants are: [Cl:1][C:2]1[C:11]2[C:6](=[CH:7][CH:8]=[C:9]([C:12]([CH:14]3[CH2:17][N:16]([C:18]([O:20][C:21]([CH3:24])([CH3:23])[CH3:22])=[O:19])[CH2:15]3)=[O:13])[CH:10]=2)[N:5]=[C:4]([O:25][CH3:26])[C:3]=1[CH2:27][C:28]1[CH:33]=[CH:32][C:31]([C:34]([F:37])([F:36])[F:35])=[CH:30][CH:29]=1.[C-:38]#[C-:39].[Si]([Li])(C)(C)C. (2) Given the product [CH3:28][C:26]1[O:25][N:24]=[C:23]([CH:21]([NH:22][C:15]([C:7]2[CH:6]=[CH:5][C:4]([CH:1]3[CH2:2][CH2:3]3)=[C:9]([O:10][CH2:11][CH:12]3[CH2:13][CH2:14]3)[N:8]=2)=[O:17])[CH2:19][CH3:20])[N:27]=1, predict the reactants needed to synthesize it. The reactants are: [CH:1]1([C:4]2[CH:5]=[CH:6][C:7]([C:15]([OH:17])=O)=[N:8][C:9]=2[O:10][CH2:11][CH:12]2[CH2:14][CH2:13]2)[CH2:3][CH2:2]1.Cl.[CH2:19]([CH:21]([C:23]1[N:27]=[C:26]([CH3:28])[O:25][N:24]=1)[NH2:22])[CH3:20].CO. (3) Given the product [C:33]1([S:39]([OH:42])(=[O:41])=[O:40])[CH:38]=[CH:37][CH:36]=[CH:35][CH:34]=1.[C:1]([C:4]1[CH:5]=[C:6]([C:15]2[NH:16][C:17](=[O:32])[C:18]3[C:19](=[C:21]([CH2:30][CH3:31])[N:22]([CH:24]4[CH2:27][N:26]([CH2:28][CH3:29])[CH2:25]4)[N:23]=3)[N:20]=2)[C:7]([O:10][CH2:11][CH2:12][CH2:13][CH3:14])=[N:8][CH:9]=1)(=[O:3])[CH3:2], predict the reactants needed to synthesize it. The reactants are: [C:1]([C:4]1[CH:5]=[C:6]([C:15]2[NH:16][C:17](=[O:32])[C:18]3[C:19](=[C:21]([CH2:30][CH3:31])[N:22]([CH:24]4[CH2:27][N:26]([CH2:28][CH3:29])[CH2:25]4)[N:23]=3)[N:20]=2)[C:7]([O:10][CH2:11][CH2:12][CH2:13][CH3:14])=[N:8][CH:9]=1)(=[O:3])[CH3:2].[C:33]1([S:39]([OH:42])(=[O:41])=[O:40])[CH:38]=[CH:37][CH:36]=[CH:35][CH:34]=1. (4) The reactants are: [CH3:1][O:2][C:3]1[N:8]=[C:7]([NH:9][C:10]2[S:11][C:12]3[CH2:18][CH:17]([NH:19][C:20](=[O:26])[O:21][C:22]([CH3:25])([CH3:24])[CH3:23])[CH2:16][CH2:15][C:13]=3[N:14]=2)[C:6]([N+:27]([O-])=O)=[CH:5][CH:4]=1.C([O-])=O.[NH4+]. Given the product [NH2:27][C:6]1[C:7]([NH:9][C:10]2[S:11][C:12]3[CH2:18][CH:17]([NH:19][C:20](=[O:26])[O:21][C:22]([CH3:24])([CH3:23])[CH3:25])[CH2:16][CH2:15][C:13]=3[N:14]=2)=[N:8][C:3]([O:2][CH3:1])=[CH:4][CH:5]=1, predict the reactants needed to synthesize it. (5) Given the product [F:19][C:3]1[C:2]([C:24]#[C:23][C:21]([OH:25])([CH3:22])[CH3:20])=[CH:18][C:6]2[C:7]3[N:8]=[C:9]([C:15]([NH2:17])=[O:16])[S:10][C:11]=3[CH2:12][CH2:13][O:14][C:5]=2[CH:4]=1, predict the reactants needed to synthesize it. The reactants are: Br[C:2]1[C:3]([F:19])=[CH:4][C:5]2[O:14][CH2:13][CH2:12][C:11]3[S:10][C:9]([C:15]([NH2:17])=[O:16])=[N:8][C:7]=3[C:6]=2[CH:18]=1.[CH3:20][C:21]([OH:25])([C:23]#[CH:24])[CH3:22]. (6) Given the product [NH2:1][C:2]1[N:3]=[C:4]([NH:16][CH:17]2[CH2:22][CH2:21][N:20]([C:23](=[O:25])[CH3:24])[CH2:19][CH2:18]2)[S:5][C:6]=1[C:7](=[O:8])[C:9]1[CH:14]=[CH:13][CH:12]=[C:11]([F:15])[CH:10]=1, predict the reactants needed to synthesize it. The reactants are: [NH2:1][C:2]1[N:3]=[C:4]([NH:16][CH:17]2[CH2:22][CH2:21][NH:20][CH2:19][CH2:18]2)[S:5][C:6]=1[C:7]([C:9]1[CH:14]=[CH:13][CH:12]=[C:11]([F:15])[CH:10]=1)=[O:8].[C:23](Cl)(=[O:25])[CH3:24].